From a dataset of Full USPTO retrosynthesis dataset with 1.9M reactions from patents (1976-2016). Predict the reactants needed to synthesize the given product. (1) Given the product [C:21]([C:25]1[CH:29]=[C:28]([NH:30][C:31]([NH:1][C:2]2[CH:20]=[CH:19][CH:18]=[C:4]([O:5][C:6]3[C:15]4[N:14]=[C:13]([CH3:16])[C:12](=[O:17])[NH:11][C:10]=4[N:9]=[CH:8][CH:7]=3)[CH:3]=2)=[O:32])[N:27]([C:33]2[CH:38]=[CH:37][C:36]([CH3:39])=[CH:35][CH:34]=2)[N:26]=1)([CH3:24])([CH3:23])[CH3:22], predict the reactants needed to synthesize it. The reactants are: [NH2:1][C:2]1[CH:3]=[C:4]([CH:18]=[CH:19][CH:20]=1)[O:5][C:6]1[C:15]2[N:14]=[C:13]([CH3:16])[C:12](=[O:17])[NH:11][C:10]=2[N:9]=[CH:8][CH:7]=1.[C:21]([C:25]1[CH:29]=[C:28]([N:30]=[C:31]=[O:32])[N:27]([C:33]2[CH:38]=[CH:37][C:36]([CH3:39])=[CH:35][CH:34]=2)[N:26]=1)([CH3:24])([CH3:23])[CH3:22]. (2) Given the product [CH3:1][NH:2][S:3]([C:6]1[CH:7]=[C:8]2[C:12](=[CH:13][CH:14]=1)[NH:11][C:10](=[O:15])[C:9]2=[CH:27][C:21]1[NH:22][C:23]2[C:19]([CH:20]=1)=[C:18]([O:17][CH3:16])[CH:26]=[CH:25][CH:24]=2)(=[O:5])=[O:4], predict the reactants needed to synthesize it. The reactants are: [CH3:1][NH:2][S:3]([C:6]1[CH:7]=[C:8]2[C:12](=[CH:13][CH:14]=1)[NH:11][C:10](=[O:15])[CH2:9]2)(=[O:5])=[O:4].[CH3:16][O:17][C:18]1[CH:26]=[CH:25][CH:24]=[C:23]2[C:19]=1[CH:20]=[C:21]([CH:27]=O)[NH:22]2.N1CCCCC1.